This data is from Full USPTO retrosynthesis dataset with 1.9M reactions from patents (1976-2016). The task is: Predict the reactants needed to synthesize the given product. Given the product [ClH:24].[NH2:7][C@:8]1([C:13]([NH:14][S:15]([C:18]2([CH3:21])[CH2:20][CH2:19]2)(=[O:17])=[O:16])=[O:22])[CH2:10][C@H:9]1[CH:11]=[CH2:12], predict the reactants needed to synthesize it. The reactants are: C(OC(=O)[NH:7][C@:8]1([C:13](=[O:22])[NH:14][S:15]([C:18]2([CH3:21])[CH2:20][CH2:19]2)(=[O:17])=[O:16])[CH2:10][C@H:9]1[CH:11]=[CH2:12])(C)(C)C.[ClH:24].